This data is from Reaction yield outcomes from USPTO patents with 853,638 reactions. The task is: Predict the reaction yield, written as a fraction of the theoretical maximum amount of product (1.0 means a 100% yield; for example, 0.34 means a 34% yield). (1) The reactants are [Li][CH2:2][CH2:3][CH2:4][CH3:5].[O:6]=[C:7]1[N:12]([C:13]([O:15][C:16]([CH3:19])([CH3:18])[CH3:17])=[O:14])[CH2:11][CH2:10][N:9]2[C:20](=[O:23])[CH2:21][CH2:22][C@@H:8]12.[CH2:24]1[CH2:28][O:27][CH2:26][CH2:25]1. The product is [C:16]([O:15][C:13](=[O:14])[NH:12][CH2:11][CH2:10][N:9]1[C:20](=[O:23])[CH2:21][CH2:22][C@H:8]1[C:7](=[O:6])[C:5]1[CH:4]=[CH:3][CH:2]=[C:28]([O:27][CH3:26])[C:24]=1[CH3:25])([CH3:19])([CH3:18])[CH3:17]. The yield is 0.450. No catalyst specified. (2) The reactants are CCN(C(C)C)C(C)C.[F:10][C:11]1[CH:16]=[CH:15][C:14]([C:17]2[O:18][C:19]3[CH:29]=[CH:28][C:27]([C:30]4[CH:31]=[C:32]([CH:42]=[CH:43][CH:44]=4)[C:33]([NH:35][C:36]([CH3:41])([CH3:40])[C:37]([OH:39])=O)=[O:34])=[CH:26][C:20]=3[C:21]=2[C:22](=[O:25])[NH:23][CH3:24])=[CH:13][CH:12]=1.[N:45]1[CH:50]=[CH:49][N:48]=[C:47]([NH2:51])[N:46]=1.[H-].[Na+]. The catalyst is CN(C=O)C.CO. The product is [N:45]1[CH:50]=[CH:49][N:48]=[C:47]([NH:51][C:37](=[O:39])[C:36]([NH:35][C:33]([C:32]2[CH:31]=[C:30]([C:27]3[CH:28]=[CH:29][C:19]4[O:18][C:17]([C:14]5[CH:13]=[CH:12][C:11]([F:10])=[CH:16][CH:15]=5)=[C:21]([C:22]([NH:23][CH3:24])=[O:25])[C:20]=4[CH:26]=3)[CH:44]=[CH:43][CH:42]=2)=[O:34])([CH3:41])[CH3:40])[N:46]=1. The yield is 0.250. (3) The reactants are CC([O-])(C)C.[K+].C1COCC1.[OH:12][CH2:13][CH2:14][CH2:15][N:16]1[C:24]2[C:19](=[CH:20][CH:21]=[CH:22][CH:23]=2)[C:18]([CH2:25][C:26]([NH2:28])=[O:27])=[CH:17]1.C[O:30][C:31](=O)[C:32]([C:34]1[CH:35]=[CH:36][CH:37]=[C:38]2[C:42]=1[N:41]([CH3:43])[CH:40]=[CH:39]2)=O.Cl. The catalyst is CN(C=O)C.CCOC(C)=O. The product is [OH:12][CH2:13][CH2:14][CH2:15][N:16]1[C:24]2[C:19](=[CH:20][CH:21]=[CH:22][CH:23]=2)[C:18]([C:25]2[C:26](=[O:27])[NH:28][C:31](=[O:30])[C:32]=2[C:34]2[CH:35]=[CH:36][CH:37]=[C:38]3[C:42]=2[N:41]([CH3:43])[CH:40]=[CH:39]3)=[CH:17]1. The yield is 0.660. (4) The reactants are [Br:1][C:2]1[CH:7]=[CH:6][C:5]([C:8]2[CH:16]=[CH:15][CH:14]=[C:13]3[C:9]=2[CH2:10][C:11](=[O:17])[NH:12]3)=[CH:4][CH:3]=1.[CH2:18]([N:20]([CH2:34][CH3:35])[CH2:21][CH2:22][NH:23][C:24]([C:26]1[NH:27][C:28]([CH:32]=O)=[C:29]([CH3:31])[CH:30]=1)=[O:25])[CH3:19]. The catalyst is C(O)C.N1CCCCC1. The product is [CH2:34]([N:20]([CH2:18][CH3:19])[CH2:21][CH2:22][NH:23][C:24]([C:26]1[NH:27][C:28]([CH:32]=[C:10]2[C:9]3[C:13](=[CH:14][CH:15]=[CH:16][C:8]=3[C:5]3[CH:4]=[CH:3][C:2]([Br:1])=[CH:7][CH:6]=3)[NH:12][C:11]2=[O:17])=[C:29]([CH3:31])[CH:30]=1)=[O:25])[CH3:35]. The yield is 0.200. (5) The reactants are [CH3:1][C:2]1[NH:10][C:5]2=[N:6][CH:7]=[CH:8][CH:9]=[C:4]2[C:3]=1[C:11]([O:13][C:14]([CH3:17])([CH3:16])[CH3:15])=[O:12].Br[CH:19]([CH3:25])[C:20]([CH:22]1[CH2:24][CH2:23]1)=[O:21].C([O-])([O-])=O.[Cs+].[Cs+]. The catalyst is CN(C=O)C. The product is [CH:22]1([C:20](=[O:21])[CH:19]([N:10]2[C:5]3=[N:6][CH:7]=[CH:8][CH:9]=[C:4]3[C:3]([C:11]([O:13][C:14]([CH3:17])([CH3:16])[CH3:15])=[O:12])=[C:2]2[CH3:1])[CH3:25])[CH2:24][CH2:23]1. The yield is 0.540. (6) The reactants are [C:1]([C:5]1[CH:10]=[CH:9][C:8]([CH2:11][C:12]#[N:13])=[CH:7][CH:6]=1)([CH3:4])([CH3:3])[CH3:2].C([O:16][C:17]([C:19]1[N:23]([CH3:24])[N:22]=[C:21]([CH3:25])[C:20]=1[CH3:26])=O)C.C(OCCOCCO)C.CO.C[O-].[Na+]. The catalyst is O.CCCCCCC. The product is [O:16]=[C:17]([C:19]1[N:23]([CH3:24])[N:22]=[C:21]([CH3:25])[C:20]=1[CH3:26])[CH:11]([C:8]1[CH:7]=[CH:6][C:5]([C:1]([CH3:4])([CH3:2])[CH3:3])=[CH:10][CH:9]=1)[C:12]#[N:13]. The yield is 0.858. (7) The reactants are [N:1]1([CH2:7][CH2:8][OH:9])[CH2:6][CH2:5][NH:4][CH2:3][CH2:2]1.[Br:10][CH2:11][C:12]1[CH:17]=[CH:16][C:15]([N+:18]([O-:20])=[O:19])=[CH:14][CH:13]=1. The catalyst is CCO. The product is [BrH:10].[N+:18]([C:15]1[CH:16]=[CH:17][C:12]([CH2:11][N:4]2[CH2:5][CH2:6][N:1]([CH2:7][CH2:8][OH:9])[CH2:2][CH2:3]2)=[CH:13][CH:14]=1)([O-:20])=[O:19]. The yield is 0.730.